From a dataset of Retrosynthesis with 50K atom-mapped reactions and 10 reaction types from USPTO. Predict the reactants needed to synthesize the given product. (1) The reactants are: N[C@@H]1CCCN(C(=O)c2ccc(Cl)cc2)C1.O=C(Cl)c1ccccc1. Given the product O=C(N[C@@H]1CCCN(C(=O)c2ccc(Cl)cc2)C1)c1ccccc1, predict the reactants needed to synthesize it. (2) Given the product CCOC(=O)CCC1CCN(C(=O)OCc2ccccc2)CC1, predict the reactants needed to synthesize it. The reactants are: CCOC(=O)CCC1CCNCC1.O=C(Cl)OCc1ccccc1.